Dataset: Peptide-MHC class II binding affinity with 134,281 pairs from IEDB. Task: Regression. Given a peptide amino acid sequence and an MHC pseudo amino acid sequence, predict their binding affinity value. This is MHC class II binding data. (1) The peptide sequence is IGLVTQTINDFYFVI. The MHC is DRB1_1302 with pseudo-sequence DRB1_1302. The binding affinity (normalized) is 0.588. (2) The binding affinity (normalized) is 0.244. The MHC is HLA-DQA10501-DQB10201 with pseudo-sequence HLA-DQA10501-DQB10201. The peptide sequence is GDTMAEVELREHGSD. (3) The peptide sequence is KCVTVMAPDKPSLDI. The MHC is DRB1_0301 with pseudo-sequence DRB1_0301. The binding affinity (normalized) is 0.174. (4) The peptide sequence is YGIAAENVIDVKLVD. The MHC is DRB5_0101 with pseudo-sequence DRB5_0101. The binding affinity (normalized) is 0.184. (5) The peptide sequence is INEPTAAAIAYGYDR. The MHC is HLA-DQA10501-DQB10301 with pseudo-sequence HLA-DQA10501-DQB10301. The binding affinity (normalized) is 0.734. (6) The peptide sequence is RIEEVTRMAMTDTTP. The MHC is HLA-DQA10102-DQB10501 with pseudo-sequence HLA-DQA10102-DQB10501. The binding affinity (normalized) is 0.484.